From a dataset of Full USPTO retrosynthesis dataset with 1.9M reactions from patents (1976-2016). Predict the reactants needed to synthesize the given product. (1) The reactants are: [NH:1]=[C:2]([NH:4][CH2:5][CH2:6][S:7][CH2:8][C@@:9]([CH3:14])([C:11]([OH:13])=[O:12])[NH2:10])[CH3:3].CN(C=O)C.[C:20]([OH:27])(=[O:26])/[CH:21]=[CH:22]\[C:23]([OH:25])=[O:24].O. Given the product [C:20]([OH:27])(=[O:26])/[CH:21]=[CH:22]\[C:23]([OH:25])=[O:24].[NH:1]=[C:2]([NH:4][CH2:5][CH2:6][S:7][CH2:8][C@@:9]([CH3:14])([C:11]([OH:13])=[O:12])[NH2:10])[CH3:3], predict the reactants needed to synthesize it. (2) Given the product [C:1]1([C:27]2[CH:32]=[CH:31][CH:30]=[CH:29][CH:28]=2)[CH:6]=[CH:5][C:4]([N:7]([C:20]2[CH:25]=[CH:24][C:23]([B:42]3[O:46][C:45]([CH3:48])([CH3:47])[C:44]([CH3:50])([CH3:49])[O:43]3)=[CH:22][CH:21]=2)[C:8]2[CH:13]=[CH:12][C:11]([C:14]3[CH:19]=[CH:18][CH:17]=[CH:16][CH:15]=3)=[CH:10][CH:9]=2)=[CH:3][CH:2]=1, predict the reactants needed to synthesize it. The reactants are: [C:1]1([C:27]2[CH:32]=[CH:31][CH:30]=[CH:29][CH:28]=2)[CH:6]=[CH:5][C:4]([N:7]([C:20]2[CH:25]=[CH:24][C:23](Br)=[CH:22][CH:21]=2)[C:8]2[CH:13]=[CH:12][C:11]([C:14]3[CH:19]=[CH:18][CH:17]=[CH:16][CH:15]=3)=[CH:10][CH:9]=2)=[CH:3][CH:2]=1.[Li]CCCC.C(O[B:42]1[O:46][C:45]([CH3:48])([CH3:47])[C:44]([CH3:50])([CH3:49])[O:43]1)(C)C. (3) Given the product [CH:13]([O:16][C:17]1[CH:18]=[CH:19][C:20]([C:23]2[C:28](=[O:29])[N:27]([CH2:30][C:31]3[CH:36]=[CH:35][C:34]([C:37]4[CH:42]=[CH:41][CH:40]=[CH:39][C:38]=4[C:43]4[NH:3][C:4](=[O:7])[O:5][N:44]=4)=[CH:33][CH:32]=3)[C:26]([CH2:45][CH2:46][CH3:47])=[N:25][C:24]=2[CH3:48])=[CH:21][CH:22]=1)([CH3:15])[CH3:14], predict the reactants needed to synthesize it. The reactants are: [Cl-].O[NH3+:3].[C:4](=[O:7])([O-])[OH:5].[Na+].CS(C)=O.[CH:13]([O:16][C:17]1[CH:22]=[CH:21][C:20]([C:23]2[C:28](=[O:29])[N:27]([CH2:30][C:31]3[CH:36]=[CH:35][C:34]([C:37]4[C:38]([C:43]#[N:44])=[CH:39][CH:40]=[CH:41][CH:42]=4)=[CH:33][CH:32]=3)[C:26]([CH2:45][CH2:46][CH3:47])=[N:25][C:24]=2[CH3:48])=[CH:19][CH:18]=1)([CH3:15])[CH3:14]. (4) Given the product [C:21]([NH:25][C:5](=[O:9])[OH:15])([CH3:20])([CH3:22])[CH3:23].[C:21]([NH:25][C:17](=[O:18])[OH:9])([CH3:20])([CH3:22])[CH3:23].[Br:19][CH2:1][C:2]1[CH:3]=[CH:4][C:5]2[O:9][N:8]=[C:7]([NH2:10])[C:6]=2[CH:11]=1, predict the reactants needed to synthesize it. The reactants are: [CH3:1][C:2]1[CH:3]=[CH:4][C:5]2[O:9][N:8]=[C:7]([NH2:10])[C:6]=2[CH:11]=1.C1[C:17](=[O:18])N([Br:19])C(=[O:15])C1.[CH3:20][C:21]([N:25]=[N:25][C:21]([C:23]#N)([CH3:22])[CH3:20])([C:23]#N)[CH3:22]. (5) Given the product [C:57]([C:53]1[CH:52]=[C:51]([NH:50][C:2]2[C:3]3[C:10]([C:11]4[CH:16]=[CH:15][C:14]([O:17][CH3:18])=[CH:13][CH:12]=4)=[CH:9][NH:8][C:4]=3[N:5]=[CH:6][N:7]=2)[CH:56]=[CH:55][CH:54]=1)#[CH:58], predict the reactants needed to synthesize it. The reactants are: Cl[C:2]1[C:3]2[C:10]([C:11]3[CH:16]=[CH:15][C:14]([O:17][CH3:18])=[CH:13][CH:12]=3)=[CH:9][NH:8][C:4]=2[N:5]=[CH:6][N:7]=1.C1(S(N2C3N=CN=C(Cl)C=3C(I)=C2)(=O)=O)C=CC=CC=1.COC1C=CC(B(O)O)=CC=1.[NH2:50][C:51]1[CH:52]=[C:53]([C:57]#[CH:58])[CH:54]=[CH:55][CH:56]=1. (6) The reactants are: [CH3:1][C:2]1[CH:7]=[C:6]([N+:8]([O-:10])=[O:9])[CH:5]=[C:4]([CH3:11])[C:3]=1[N:12]1[CH:17]=[CH:16][CH:15]=[C:14]([CH2:18][CH2:19][OH:20])[C:13]1=[O:21].[C:22]([Si:26](Cl)([C:33]1[CH:38]=[CH:37][CH:36]=[CH:35][CH:34]=1)[C:27]1[CH:32]=[CH:31][CH:30]=[CH:29][CH:28]=1)([CH3:25])([CH3:24])[CH3:23]. Given the product [Si:26]([O:20][CH2:19][CH2:18][C:14]1[C:13](=[O:21])[N:12]([C:3]2[C:2]([CH3:1])=[CH:7][C:6]([N+:8]([O-:10])=[O:9])=[CH:5][C:4]=2[CH3:11])[CH:17]=[CH:16][CH:15]=1)([C:22]([CH3:25])([CH3:24])[CH3:23])([C:33]1[CH:34]=[CH:35][CH:36]=[CH:37][CH:38]=1)[C:27]1[CH:32]=[CH:31][CH:30]=[CH:29][CH:28]=1, predict the reactants needed to synthesize it. (7) Given the product [CH2:15]([O:14][C:12]([CH:11]1[CH2:29][CH:28]([S:30]([C:33]2[CH:38]=[CH:37][CH:36]=[CH:35][CH:34]=2)(=[O:31])=[O:32])[CH:9]([C:8]2[CH:17]=[CH:18][C:5]([C:1]([CH3:2])([CH3:4])[CH3:3])=[CH:6][CH:7]=2)[NH:10]1)=[O:13])[CH3:16], predict the reactants needed to synthesize it. The reactants are: [C:1]([C:5]1[CH:18]=[CH:17][C:8](/[CH:9]=[N:10]/[CH2:11][C:12]([O:14][CH2:15][CH3:16])=[O:13])=[CH:7][CH:6]=1)([CH3:4])([CH3:3])[CH3:2].[Br-].[Li+].C(N(CC)CC)C.[CH:28]([S:30]([C:33]1[CH:38]=[CH:37][CH:36]=[CH:35][CH:34]=1)(=[O:32])=[O:31])=[CH2:29].C(OC(C)=O)(C)C. (8) Given the product [C:23]1([CH2:29][CH2:30][CH2:31][NH:32][C:20]([C:7]2[CH:8]([C:13]3[CH:18]=[CH:17][CH:16]=[C:15]([Cl:19])[CH:14]=3)[NH:9][C:10](=[O:12])[NH:11][C:6]=2[CH2:5][O:4][CH2:3][CH2:2][Cl:1])=[O:22])[CH:28]=[CH:27][CH:26]=[CH:25][CH:24]=1, predict the reactants needed to synthesize it. The reactants are: [Cl:1][CH2:2][CH2:3][O:4][CH2:5][C:6]1[NH:11][C:10](=[O:12])[NH:9][CH:8]([C:13]2[CH:18]=[CH:17][CH:16]=[C:15]([Cl:19])[CH:14]=2)[C:7]=1[C:20]([OH:22])=O.[C:23]1([CH2:29][CH2:30][CH2:31][NH2:32])[CH:28]=[CH:27][CH:26]=[CH:25][CH:24]=1.CCN=C=NCCCN(C)C.Cl. (9) Given the product [Br:1][C:2]1[CH:3]=[C:4]2[C:9](=[CH:10][CH:11]=1)[N:8]=[C:7]([Cl:12])[C:6]([CH2:13][O:23][C:19]1[CH:18]=[C:17]([C:16]([F:25])([F:15])[F:24])[N:22]=[CH:21][N:20]=1)=[CH:5]2, predict the reactants needed to synthesize it. The reactants are: [Br:1][C:2]1[CH:3]=[C:4]2[C:9](=[CH:10][CH:11]=1)[N:8]=[C:7]([Cl:12])[C:6]([CH2:13]Cl)=[CH:5]2.[F:15][C:16]([F:25])([F:24])[C:17]1[N:22]=[CH:21][N:20]=[C:19]([OH:23])[CH:18]=1.CCN(C(C)C)C(C)C.[I-].[Na+].